From a dataset of TCR-epitope binding with 47,182 pairs between 192 epitopes and 23,139 TCRs. Binary Classification. Given a T-cell receptor sequence (or CDR3 region) and an epitope sequence, predict whether binding occurs between them. (1) The epitope is RILGAGCFV. The TCR CDR3 sequence is CASSESSGTWGELFF. Result: 0 (the TCR does not bind to the epitope). (2) The epitope is DRFYKTLRAEQASQEV. The TCR CDR3 sequence is CASSLGTENTIYF. Result: 0 (the TCR does not bind to the epitope). (3) The epitope is AVFDRKSDAK. The TCR CDR3 sequence is CASIGLSGAGELFF. Result: 1 (the TCR binds to the epitope). (4) The epitope is ILKEPVHGV. The TCR CDR3 sequence is CASSLALAGDTDTQYF. Result: 0 (the TCR does not bind to the epitope). (5) The epitope is KRWIILGLNK. The TCR CDR3 sequence is CASSSRQNTEAFF. Result: 1 (the TCR binds to the epitope). (6) The epitope is GMFNMLSTVLGVS. The TCR CDR3 sequence is CASSQEVSGTGKSYEQYF. Result: 0 (the TCR does not bind to the epitope).